From a dataset of Reaction yield outcomes from USPTO patents with 853,638 reactions. Predict the reaction yield, written as a fraction of the theoretical maximum amount of product (1.0 means a 100% yield; for example, 0.34 means a 34% yield). The reactants are [CH:1]([NH2:3])=O.[NH2:4][C:5]1[NH:9][N:8]=[C:7]([C:10]2[CH:15]=[CH:14][C:13]([N+:16]([O-:18])=O)=[CH:12][CH:11]=2)[C:6]=1[C:19]#[N:20].[OH2:21]. No catalyst specified. The product is [N+:16]([C:13]1[CH:12]=[CH:11][C:10]([C:7]2[C:6]3[C:5](=[N:4][CH:1]=[N:3][C:19]=3[NH2:20])[NH:9][N:8]=2)=[CH:15][CH:14]=1)([O-:18])=[O:21]. The yield is 0.720.